Dataset: M1 muscarinic receptor antagonist screen with 61,756 compounds. Task: Binary Classification. Given a drug SMILES string, predict its activity (active/inactive) in a high-throughput screening assay against a specified biological target. (1) The compound is O(CCCn\1c2nc3n(c(=O)c2cc(c1=N\C(=O)c1cccnc1)C(OCC)=O)cccc3C)C. The result is 0 (inactive). (2) The molecule is S(CCOc1ccc(cc1)C)c1nc(nc(c1)C)N. The result is 0 (inactive).